This data is from Catalyst prediction with 721,799 reactions and 888 catalyst types from USPTO. The task is: Predict which catalyst facilitates the given reaction. (1) Reactant: [CH2:1]([Zn]CC)C.[C:6]([C:9]1[CH:14]=[CH:13][C:12]([O:15][CH3:16])=[CH:11][N:10]=1)([CH3:8])=[CH2:7].ClCI. Product: [CH3:16][O:15][C:12]1[CH:13]=[CH:14][C:9]([C:6]2([CH3:1])[CH2:8][CH2:7]2)=[N:10][CH:11]=1. The catalyst class is: 11. (2) Reactant: C(N(CC)CC)C.[F:8][C:9]([F:28])([F:27])[S:10](N(C1C=CC=CC=1)[S:10]([C:9]([F:28])([F:27])[F:8])(=[O:12])=[O:11])(=[O:12])=[O:11].[F:29][C:30]1[CH:35]=[CH:34][C:33]([C:36]2[O:37][C:38]3[CH:49]=[C:48]([N+:50]([O-:52])=[O:51])[C:47]([OH:53])=[CH:46][C:39]=3[C:40]=2[C:41]([O:43][CH2:44][CH3:45])=[O:42])=[CH:32][CH:31]=1. The catalyst class is: 2. Product: [F:29][C:30]1[CH:31]=[CH:32][C:33]([C:36]2[O:37][C:38]3[CH:49]=[C:48]([N+:50]([O-:52])=[O:51])[C:47]([O:53][S:10]([C:9]([F:28])([F:27])[F:8])(=[O:12])=[O:11])=[CH:46][C:39]=3[C:40]=2[C:41]([O:43][CH2:44][CH3:45])=[O:42])=[CH:34][CH:35]=1. (3) Reactant: [F:1][C:2]1[CH:11]=[CH:10][C:5]([C:6]([O:8][CH3:9])=[O:7])=[C:4]([OH:12])[CH:3]=1.C(P(CCCC)CCCC)CCC.N(C(N1CCCCC1)=O)=NC(N1CCCCC1)=[O:29].O.[O:45]1[CH2:49][CH2:48][CH2:47][CH2:46]1. Product: [C:46]([O:45][CH2:49][CH2:48][O:12][C:4]1[CH:3]=[C:2]([F:1])[CH:11]=[CH:10][C:5]=1[C:6]([O:8][CH3:9])=[O:7])(=[O:29])[CH3:47]. The catalyst class is: 13. (4) Reactant: [C:1]1([CH:7]=[CH:8][C:9]2[CH:14]=[CH:13][CH:12]=[CH:11][CH:10]=2)[CH:6]=[CH:5][CH:4]=[CH:3][CH:2]=1.[Li]C(CC)C.[CH3:20][Sn:21](Cl)(Cl)[CH3:22]. Product: [CH3:20][Sn:21]1([CH3:22])[C:14]2[CH:13]=[CH:12][CH:11]=[CH:10][C:9]=2[CH:8]=[CH:7][C:1]2[CH:6]=[CH:5][CH:4]=[CH:3][C:2]1=2. The catalyst class is: 1.